This data is from Forward reaction prediction with 1.9M reactions from USPTO patents (1976-2016). The task is: Predict the product of the given reaction. Given the reactants Br[CH2:2][CH2:3][CH2:4][CH2:5][O:6][C:7]1[CH:12]=[CH:11][CH:10]=[C:9]([N+:13]([O-:15])=[O:14])[CH:8]=1.[NH:16]([CH2:20][CH2:21][OH:22])[CH2:17][CH2:18][OH:19], predict the reaction product. The product is: [OH:19][CH2:18][CH2:17][N:16]([CH2:2][CH2:3][CH2:4][CH2:5][O:6][C:7]1[CH:12]=[CH:11][CH:10]=[C:9]([N+:13]([O-:15])=[O:14])[CH:8]=1)[CH2:20][CH2:21][OH:22].